This data is from NCI-60 drug combinations with 297,098 pairs across 59 cell lines. The task is: Regression. Given two drug SMILES strings and cell line genomic features, predict the synergy score measuring deviation from expected non-interaction effect. (1) Drug 1: C1=NC2=C(N1)C(=S)N=C(N2)N. Synergy scores: CSS=20.4, Synergy_ZIP=-5.30, Synergy_Bliss=-2.48, Synergy_Loewe=-8.92, Synergy_HSA=-4.20. Drug 2: COC1=C2C(=CC3=C1OC=C3)C=CC(=O)O2. Cell line: SK-MEL-2. (2) Drug 1: C1CN1C2=NC(=NC(=N2)N3CC3)N4CC4. Drug 2: C1=CC(=C2C(=C1NCCNCCO)C(=O)C3=C(C=CC(=C3C2=O)O)O)NCCNCCO. Cell line: BT-549. Synergy scores: CSS=54.6, Synergy_ZIP=-4.47, Synergy_Bliss=-4.17, Synergy_Loewe=-8.81, Synergy_HSA=3.07. (3) Drug 1: CC1=C2C(C(=O)C3(C(CC4C(C3C(C(C2(C)C)(CC1OC(=O)C(C(C5=CC=CC=C5)NC(=O)C6=CC=CC=C6)O)O)OC(=O)C7=CC=CC=C7)(CO4)OC(=O)C)O)C)OC(=O)C. Drug 2: C(CC(=O)O)C(=O)CN.Cl. Cell line: HOP-62. Synergy scores: CSS=43.4, Synergy_ZIP=-3.94, Synergy_Bliss=1.76, Synergy_Loewe=-43.1, Synergy_HSA=0.968. (4) Drug 1: CC=C1C(=O)NC(C(=O)OC2CC(=O)NC(C(=O)NC(CSSCCC=C2)C(=O)N1)C(C)C)C(C)C. Drug 2: CC1C(C(CC(O1)OC2CC(OC(C2O)C)OC3=CC4=CC5=C(C(=O)C(C(C5)C(C(=O)C(C(C)O)O)OC)OC6CC(C(C(O6)C)O)OC7CC(C(C(O7)C)O)OC8CC(C(C(O8)C)O)(C)O)C(=C4C(=C3C)O)O)O)O. Cell line: CAKI-1. Synergy scores: CSS=88.1, Synergy_ZIP=-1.46, Synergy_Bliss=-2.07, Synergy_Loewe=-1.44, Synergy_HSA=2.11. (5) Drug 1: CC1=C(C=C(C=C1)NC2=NC=CC(=N2)N(C)C3=CC4=NN(C(=C4C=C3)C)C)S(=O)(=O)N.Cl. Drug 2: CC1CCC2CC(C(=CC=CC=CC(CC(C(=O)C(C(C(=CC(C(=O)CC(OC(=O)C3CCCCN3C(=O)C(=O)C1(O2)O)C(C)CC4CCC(C(C4)OC)OCCO)C)C)O)OC)C)C)C)OC. Cell line: OVCAR-4. Synergy scores: CSS=23.1, Synergy_ZIP=-2.02, Synergy_Bliss=0.780, Synergy_Loewe=-14.1, Synergy_HSA=2.61. (6) Synergy scores: CSS=14.7, Synergy_ZIP=-6.40, Synergy_Bliss=2.90, Synergy_Loewe=-5.33, Synergy_HSA=2.96. Drug 2: CC12CCC3C(C1CCC2O)C(CC4=C3C=CC(=C4)O)CCCCCCCCCS(=O)CCCC(C(F)(F)F)(F)F. Cell line: NCI-H522. Drug 1: COC1=NC(=NC2=C1N=CN2C3C(C(C(O3)CO)O)O)N. (7) Drug 1: CNC(=O)C1=CC=CC=C1SC2=CC3=C(C=C2)C(=NN3)C=CC4=CC=CC=N4. Drug 2: C1=NC2=C(N=C(N=C2N1C3C(C(C(O3)CO)O)F)Cl)N. Cell line: RXF 393. Synergy scores: CSS=3.58, Synergy_ZIP=-3.06, Synergy_Bliss=-0.842, Synergy_Loewe=-3.09, Synergy_HSA=-1.25. (8) Drug 1: C1C(C(OC1N2C=C(C(=O)NC2=O)F)CO)O. Drug 2: CC1=C2C(C(=O)C3(C(CC4C(C3C(C(C2(C)C)(CC1OC(=O)C(C(C5=CC=CC=C5)NC(=O)C6=CC=CC=C6)O)O)OC(=O)C7=CC=CC=C7)(CO4)OC(=O)C)O)C)OC(=O)C. Cell line: TK-10. Synergy scores: CSS=10.3, Synergy_ZIP=-5.40, Synergy_Bliss=1.79, Synergy_Loewe=-10.6, Synergy_HSA=-1.49. (9) Drug 1: CC1=C(N=C(N=C1N)C(CC(=O)N)NCC(C(=O)N)N)C(=O)NC(C(C2=CN=CN2)OC3C(C(C(C(O3)CO)O)O)OC4C(C(C(C(O4)CO)O)OC(=O)N)O)C(=O)NC(C)C(C(C)C(=O)NC(C(C)O)C(=O)NCCC5=NC(=CS5)C6=NC(=CS6)C(=O)NCCC[S+](C)C)O. Drug 2: C1C(C(OC1N2C=NC3=C2NC=NCC3O)CO)O. Cell line: UACC62. Synergy scores: CSS=17.3, Synergy_ZIP=-0.288, Synergy_Bliss=-1.37, Synergy_Loewe=-8.52, Synergy_HSA=-1.67. (10) Drug 1: CCC(=C(C1=CC=CC=C1)C2=CC=C(C=C2)OCCN(C)C)C3=CC=CC=C3.C(C(=O)O)C(CC(=O)O)(C(=O)O)O. Drug 2: CC1=C(C(=CC=C1)Cl)NC(=O)C2=CN=C(S2)NC3=CC(=NC(=N3)C)N4CCN(CC4)CCO. Cell line: HCC-2998. Synergy scores: CSS=0.144, Synergy_ZIP=-3.52, Synergy_Bliss=-6.17, Synergy_Loewe=-15.0, Synergy_HSA=-5.31.